Predict which catalyst facilitates the given reaction. From a dataset of Catalyst prediction with 721,799 reactions and 888 catalyst types from USPTO. (1) Reactant: [Cl:1][C:2]1[CH:3]=[C:4]([C:13]([N:15]2[CH2:20][CH2:19][O:18][C:17]3[CH:21]=[N:22][CH:23]=[CH:24][C:16]2=3)=[O:14])[CH:5]=[C:6]([N+:10]([O-:12])=[O:11])[C:7]=1[O:8]C.[Cl-].[Li+].N1CCNCC1.C(=O)([O-])O.[Na+].Cl. Product: [Cl:1][C:2]1[CH:3]=[C:4]([C:13]([N:15]2[CH2:20][CH2:19][O:18][C:17]3[CH:21]=[N:22][CH:23]=[CH:24][C:16]2=3)=[O:14])[CH:5]=[C:6]([N+:10]([O-:12])=[O:11])[C:7]=1[OH:8]. The catalyst class is: 9. (2) Reactant: C(OC([N:8]1[CH2:13][CH2:12][N:11]([C:14]2[CH:19]=[CH:18][C:17]([O:20][CH3:21])=[C:16]([O:22][CH:23]3[CH2:27][CH2:26][CH2:25][CH2:24]3)[CH:15]=2)[CH2:10][C@@H:9]1[CH2:28][N:29]([CH2:31][C:32]1[CH:37]=[CH:36][CH:35]=[CH:34][CH:33]=1)[CH3:30])=O)(C)(C)C.[ClH:38]. Product: [ClH:38].[ClH:38].[CH2:31]([N:29]([CH3:30])[CH2:28][C@H:9]1[CH2:10][N:11]([C:14]2[CH:19]=[CH:18][C:17]([O:20][CH3:21])=[C:16]([O:22][CH:23]3[CH2:27][CH2:26][CH2:25][CH2:24]3)[CH:15]=2)[CH2:12][CH2:13][NH:8]1)[C:32]1[CH:33]=[CH:34][CH:35]=[CH:36][CH:37]=1. The catalyst class is: 12. (3) Reactant: [CH:1]1([C:7]([OH:9])=O)[CH2:6][CH2:5][CH2:4][CH2:3][CH2:2]1.C([O-])([O-])=O.[K+].[K+].C1(P(N=[N+]=[N-])(C2C=CC=CC=2)=O)C=CC=CC=1.[N+:33]([CH2:35][C:36]([O:38][CH3:39])=[O:37])#[C-:34]. Product: [CH:1]1([C:7]2[O:9][CH:34]=[N:33][C:35]=2[C:36]([O:38][CH3:39])=[O:37])[CH2:2][CH2:3][CH2:4][CH2:5][CH2:6]1. The catalyst class is: 9. (4) Reactant: [OH-].[Na+].C[O:4][C:5](=[O:53])/[C:6](/[NH:32][C:33](=[O:52])[C:34]1[CH:39]=[CH:38][C:37]([C:40]([NH:42][CH2:43][C:44]2[CH:49]=[CH:48][CH:47]=[C:46]([OH:50])[CH:45]=2)=[O:41])=[CH:36][C:35]=1[Br:51])=[CH:7]/[C:8]1[N:12]=[CH:11][N:10]([C:13]([C:26]2[CH:31]=[CH:30][CH:29]=[CH:28][CH:27]=2)([C:20]2[CH:25]=[CH:24][CH:23]=[CH:22][CH:21]=2)[C:14]2[CH:19]=[CH:18][CH:17]=[CH:16][CH:15]=2)[N:9]=1. Product: [Br:51][C:35]1[CH:36]=[C:37]([C:40]([NH:42][CH2:43][C:44]2[CH:49]=[CH:48][CH:47]=[C:46]([OH:50])[CH:45]=2)=[O:41])[CH:38]=[CH:39][C:34]=1[C:33]([NH:32]/[C:6](=[CH:7]\[C:8]1[N:12]=[CH:11][N:10]([C:13]([C:26]2[CH:31]=[CH:30][CH:29]=[CH:28][CH:27]=2)([C:14]2[CH:19]=[CH:18][CH:17]=[CH:16][CH:15]=2)[C:20]2[CH:21]=[CH:22][CH:23]=[CH:24][CH:25]=2)[N:9]=1)/[C:5]([OH:53])=[O:4])=[O:52]. The catalyst class is: 83. (5) Reactant: Cl[C:2]1[CH:7]=[C:6]([O:8][C:9]2[CH:10]=[CH:11][C:12]([N:16]3[C:20](=[O:21])[NH:19][C:18]([C:22]4([CH3:25])[CH2:24][CH2:23]4)=[N:17]3)=[N:13][C:14]=2[CH3:15])[CH:5]=[CH:4][N:3]=1.[CH3:26][N:27]1[CH:31]=[C:30](B2OC(C)(C)C(C)(C)O2)[CH:29]=[N:28]1.C([O-])([O-])=O.[K+].[K+].[NH4+].[Cl-]. Product: [CH3:15][C:14]1[N:13]=[C:12]([N:16]2[C:20](=[O:21])[NH:19][C:18]([C:22]3([CH3:25])[CH2:24][CH2:23]3)=[N:17]2)[CH:11]=[CH:10][C:9]=1[O:8][C:6]1[CH:5]=[CH:4][N:3]=[C:2]([C:30]2[CH:29]=[N:28][N:27]([CH3:26])[CH:31]=2)[CH:7]=1. The catalyst class is: 70. (6) Reactant: C(OC([N:6]1[CH2:13][CH:12]2[CH:8]([CH2:9][C:10]3[C:16]([Cl:17])=[C:15]([CH3:18])[S:14][C:11]=32)[CH2:7]1)=O)C.[OH-].[K+]. Product: [Cl:17][C:16]1[C:10]2[CH2:9][CH:8]3[CH:12]([C:11]=2[S:14][C:15]=1[CH3:18])[CH2:13][NH:6][CH2:7]3. The catalyst class is: 271.